From a dataset of TCR-epitope binding with 47,182 pairs between 192 epitopes and 23,139 TCRs. Binary Classification. Given a T-cell receptor sequence (or CDR3 region) and an epitope sequence, predict whether binding occurs between them. (1) The epitope is FIAGLIAIV. The TCR CDR3 sequence is CASSPWGNEKLFF. Result: 1 (the TCR binds to the epitope). (2) The TCR CDR3 sequence is CASSLSAGTLETQYF. The epitope is RTLNAWVKV. Result: 1 (the TCR binds to the epitope). (3) The epitope is KLGGALQAK. The TCR CDR3 sequence is CSARGPGRGEQYF. Result: 1 (the TCR binds to the epitope). (4) The epitope is YIFFASFYY. The TCR CDR3 sequence is CASSLLDRKTQYF. Result: 0 (the TCR does not bind to the epitope).